From a dataset of M1 muscarinic receptor agonist screen with 61,833 compounds. Binary Classification. Given a drug SMILES string, predict its activity (active/inactive) in a high-throughput screening assay against a specified biological target. (1) The molecule is Brc1ccc(C(O)Cn2c=3n(c4c2cccc4)CCN3)cc1. The result is 0 (inactive). (2) The molecule is N1C(C(Nc2c1cccc2)CC(C)=C)CC(C)=C. The result is 0 (inactive). (3) The drug is O(CCOC(=O)c1cc(n2nnnc2)ccc1)c1ccc(OC)cc1. The result is 0 (inactive). (4) The drug is O=C(N1CC(CCC1)C(=O)N)NC(c1cc(ccc1)C(C)=C)(C)C. The result is 0 (inactive). (5) The compound is S(Cc1ccc(F)cc1)c1n(nnn1)c1ccc(cc1)C(=O)N. The result is 0 (inactive).